This data is from CYP2D6 inhibition data for predicting drug metabolism from PubChem BioAssay. The task is: Regression/Classification. Given a drug SMILES string, predict its absorption, distribution, metabolism, or excretion properties. Task type varies by dataset: regression for continuous measurements (e.g., permeability, clearance, half-life) or binary classification for categorical outcomes (e.g., BBB penetration, CYP inhibition). Dataset: cyp2d6_veith. (1) The compound is CCOC(=O)N/N=C1/C[C@@H](O)[C@@H](O)[C@H]2[C@@H]1CC[C@@H]1C(=O)N(Cc3ccccc3)C(=O)[C@H]12. The result is 0 (non-inhibitor). (2) The compound is Cn1c[n+](C)cc1C(O)c1ccccc1.[I-]. The result is 0 (non-inhibitor). (3) The drug is Cc1cc(NC(=O)CSc2nc3sc(C)c(C)c3c(=O)n2C2CCCC2)no1. The result is 0 (non-inhibitor). (4) The molecule is O=C1C2=CC[C@H]3C(=O)N(C4CCCCC4)C(=O)[C@@H]3[C@@H]2[C@H](O)[C@@H]2O[C@H]12. The result is 0 (non-inhibitor). (5) The drug is Cc1noc(C)c1CS(=O)(=O)c1ccc(Br)cc1. The result is 0 (non-inhibitor). (6) The compound is CCNc1ncc2ncc(=O)n(C[C@H]3CCCO3)c2n1. The result is 0 (non-inhibitor).